This data is from Reaction yield outcomes from USPTO patents with 853,638 reactions. The task is: Predict the reaction yield, written as a fraction of the theoretical maximum amount of product (1.0 means a 100% yield; for example, 0.34 means a 34% yield). (1) The reactants are [Br:1][C:2]1[CH:10]=[C:9]([CH3:11])[CH:8]=[CH:7][C:3]=1[C:4]([OH:6])=[O:5].S(Cl)(Cl)=O.[CH3:16]O. No catalyst specified. The product is [Br:1][C:2]1[CH:10]=[C:9]([CH3:11])[CH:8]=[CH:7][C:3]=1[C:4]([O:6][CH3:16])=[O:5]. The yield is 0.970. (2) The reactants are [CH2:1]([S:3]([CH2:6][CH2:7][CH2:8][OH:9])(=[O:5])=[O:4])[CH3:2].[C:10]1([CH3:20])[CH:15]=[CH:14][C:13]([S:16](Cl)(=[O:18])=[O:17])=[CH:12][CH:11]=1. The catalyst is C(Cl)Cl. The product is [CH3:20][C:10]1[CH:15]=[CH:14][C:13]([S:16]([O:9][CH2:8][CH2:7][CH2:6][S:3]([CH2:1][CH3:2])(=[O:5])=[O:4])(=[O:18])=[O:17])=[CH:12][CH:11]=1. The yield is 0.660. (3) The product is [CH:1](=[C:8]1[CH:13]([OH:14])[CH:12]2[CH2:11][CH2:10][N:9]1[CH2:16][CH2:15]2)[C:2]1[CH:7]=[CH:6][CH:5]=[CH:4][CH:3]=1.[CH2:1]([CH:8]1[C:13](=[O:14])[CH:12]2[CH2:11][CH2:10][N:9]1[CH2:16][CH2:15]2)[C:2]1[CH:7]=[CH:6][CH:5]=[CH:4][CH:3]=1. The yield is 0.0700. The reactants are [CH:1](=[C:8]1[C:13](=[O:14])[CH:12]2[CH2:15][CH2:16][N:9]1[CH2:10][CH2:11]2)[C:2]1[CH:7]=[CH:6][CH:5]=[CH:4][CH:3]=1.C1COCC1.[H][H]. The catalyst is CO.[Pd].